Task: Regression. Given two drug SMILES strings and cell line genomic features, predict the synergy score measuring deviation from expected non-interaction effect.. Dataset: NCI-60 drug combinations with 297,098 pairs across 59 cell lines (1) Drug 1: CC=C1C(=O)NC(C(=O)OC2CC(=O)NC(C(=O)NC(CSSCCC=C2)C(=O)N1)C(C)C)C(C)C. Drug 2: CCC1(C2=C(COC1=O)C(=O)N3CC4=CC5=C(C=CC(=C5CN(C)C)O)N=C4C3=C2)O.Cl. Cell line: SNB-19. Synergy scores: CSS=63.9, Synergy_ZIP=4.48, Synergy_Bliss=3.74, Synergy_Loewe=5.50, Synergy_HSA=8.07. (2) Drug 1: COC1=C2C(=CC3=C1OC=C3)C=CC(=O)O2. Drug 2: CC1CCCC2(C(O2)CC(NC(=O)CC(C(C(=O)C(C1O)C)(C)C)O)C(=CC3=CSC(=N3)C)C)C. Cell line: SK-OV-3. Synergy scores: CSS=42.1, Synergy_ZIP=3.91, Synergy_Bliss=3.21, Synergy_Loewe=-31.2, Synergy_HSA=-0.119.